Dataset: Full USPTO retrosynthesis dataset with 1.9M reactions from patents (1976-2016). Task: Predict the reactants needed to synthesize the given product. (1) Given the product [CH3:33][CH:34]([CH3:70])[C@H:35]([N:40]1[CH2:48][C:47]2[C:42](=[CH:43][C:44]([C:49]3[CH:50]=[CH:51][C:52]([NH:55][C:56]([C:58]4[O:59][C:60]([C:63]5[CH:64]=[CH:65][CH:66]=[CH:67][CH:68]=5)=[CH:61][N:62]=4)=[O:57])=[CH:53][CH:54]=3)=[CH:45][CH:46]=2)[C:41]1=[O:69])[C:36]([OH:38])=[O:37], predict the reactants needed to synthesize it. The reactants are: C(NC1C=CC(C2C=C3C(CN([C@@H](C(C)C)C(O)=O)C3=O)=CC=2)=CC=1)(=O)C1C=CC=CC=1.[CH3:33][CH:34]([CH3:70])[C@H:35]([N:40]1[CH2:48][C:47]2[C:42](=[CH:43][C:44]([C:49]3[CH:54]=[CH:53][C:52]([NH:55][C:56]([C:58]4[O:59][C:60]([C:63]5[CH:68]=[CH:67][CH:66]=[CH:65][CH:64]=5)=[CH:61][N:62]=4)=[O:57])=[CH:51][CH:50]=3)=[CH:45][CH:46]=2)[C:41]1=[O:69])[C:36]([O:38]C)=[O:37]. (2) Given the product [CH3:24][C:19]1([CH3:25])[C:20]([CH3:23])([CH3:22])[O:21][B:17]([C:2]2[CH:3]=[C:4]([C:8]3[O:9][C:10]4[CH:16]=[CH:15][CH:14]=[CH:13][C:11]=4[N:12]=3)[CH:5]=[CH:6][CH:7]=2)[O:18]1, predict the reactants needed to synthesize it. The reactants are: Br[C:2]1[CH:3]=[C:4]([C:8]2[O:9][C:10]3[CH:16]=[CH:15][CH:14]=[CH:13][C:11]=3[N:12]=2)[CH:5]=[CH:6][CH:7]=1.[B:17]1([B:17]2[O:21][C:20]([CH3:23])([CH3:22])[C:19]([CH3:25])([CH3:24])[O:18]2)[O:21][C:20]([CH3:23])([CH3:22])[C:19]([CH3:25])([CH3:24])[O:18]1.C([O-])(=O)C.[K+]. (3) Given the product [F:27][C:2]([F:1])([F:26])[C:3]1[CH:4]=[CH:5][C:6]([O:9][C:10]2[CH:11]=[CH:12][C:13]([O:16][C:17]([N:19]3[CH2:20][CH2:21][CH:22]([O:25][C:4]4[CH:5]=[CH:6][C:39]([CH2:40][C:30]5[CH:29]=[N:28][CH:33]=[CH:32][CH:31]=5)=[CH:2][CH:3]=4)[CH2:23][CH2:24]3)=[O:18])=[CH:14][CH:15]=2)=[N:7][CH:8]=1, predict the reactants needed to synthesize it. The reactants are: [F:1][C:2]([F:27])([F:26])[C:3]1[CH:4]=[CH:5][C:6]([O:9][C:10]2[CH:15]=[CH:14][C:13]([O:16][C:17]([N:19]3[CH2:24][CH2:23][CH:22]([OH:25])[CH2:21][CH2:20]3)=[O:18])=[CH:12][CH:11]=2)=[N:7][CH:8]=1.[N:28]1[CH:33]=[CH:32][C:31](S)=[CH:30][CH:29]=1.C(O[CH2:39][CH3:40])(=O)C.Cl. (4) Given the product [C:11]1([CH3:15])[CH:12]=[CH:13][CH:14]=[C:9]([NH2:6])[C:10]=1[NH2:16], predict the reactants needed to synthesize it. The reactants are: S(=O)(=O)(O)O.[N+:6]([C:9]1[C:10]([N+:16]([O-])=O)=[C:11]([CH3:15])[CH:12]=[CH:13][CH:14]=1)([O-])=O.[H][H]. (5) The reactants are: Cl[C:2]1[N:7]=[CH:6][C:5]2[N:8]([CH2:11][C:12]3[CH:17]=[CH:16][C:15]([O:18][CH3:19])=[CH:14][CH:13]=3)[CH:9]=[N:10][C:4]=2[CH:3]=1.C([Sn](CCCC)(CCCC)[C:25]([O:27][CH2:28][CH3:29])=[CH2:26])CCC. Given the product [CH2:28]([O:27][C:25]([C:2]1[N:7]=[CH:6][C:5]2[N:8]([CH2:11][C:12]3[CH:17]=[CH:16][C:15]([O:18][CH3:19])=[CH:14][CH:13]=3)[CH:9]=[N:10][C:4]=2[CH:3]=1)=[CH2:26])[CH3:29], predict the reactants needed to synthesize it. (6) Given the product [F:34][C:22]1[CH:23]=[C:24]2[C:19](=[CH:20][CH:21]=1)[N:18]=[C:17]([CH:15]([N:4]1[C:5]3=[N:6][CH:7]=[N:8][C:9]([NH2:11])=[C:10]3[C:2]([I:1])=[N:3]1)[CH3:16])[C:26]([C:27]1[CH:28]=[N:29][CH:30]=[C:31]([F:33])[CH:32]=1)=[CH:25]2, predict the reactants needed to synthesize it. The reactants are: [I:1][C:2]1[C:10]2[C:5](=[N:6][CH:7]=[N:8][C:9]=2[NH2:11])[NH:4][N:3]=1.[H-].[Na+].Cl[CH:15]([C:17]1[C:26]([C:27]2[CH:28]=[N:29][CH:30]=[C:31]([F:33])[CH:32]=2)=[CH:25][C:24]2[C:19](=[CH:20][CH:21]=[C:22]([F:34])[CH:23]=2)[N:18]=1)[CH3:16]. (7) Given the product [NH2:20][C:12]1[CH:11]=[C:10]([CH2:9][OH:8])[CH:15]=[C:14]([C:16]([F:17])([F:18])[F:19])[CH:13]=1, predict the reactants needed to synthesize it. The reactants are: [H-].[Al+3].[Li+].[H-].[H-].[H-].C[O:8][C:9](=O)[C:10]1[CH:15]=[C:14]([C:16]([F:19])([F:18])[F:17])[CH:13]=[C:12]([NH2:20])[CH:11]=1.C(OCC)C.